This data is from NCI-60 drug combinations with 297,098 pairs across 59 cell lines. The task is: Regression. Given two drug SMILES strings and cell line genomic features, predict the synergy score measuring deviation from expected non-interaction effect. (1) Drug 2: C#CCC(CC1=CN=C2C(=N1)C(=NC(=N2)N)N)C3=CC=C(C=C3)C(=O)NC(CCC(=O)O)C(=O)O. Drug 1: CC=C1C(=O)NC(C(=O)OC2CC(=O)NC(C(=O)NC(CSSCCC=C2)C(=O)N1)C(C)C)C(C)C. Cell line: BT-549. Synergy scores: CSS=27.9, Synergy_ZIP=-2.77, Synergy_Bliss=-2.66, Synergy_Loewe=-2.58, Synergy_HSA=1.49. (2) Drug 1: CC(CN1CC(=O)NC(=O)C1)N2CC(=O)NC(=O)C2. Drug 2: CCN(CC)CCNC(=O)C1=C(NC(=C1C)C=C2C3=C(C=CC(=C3)F)NC2=O)C. Cell line: CAKI-1. Synergy scores: CSS=25.3, Synergy_ZIP=-8.73, Synergy_Bliss=-6.30, Synergy_Loewe=-1.92, Synergy_HSA=-1.83. (3) Drug 1: C1CCN(CC1)CCOC2=CC=C(C=C2)C(=O)C3=C(SC4=C3C=CC(=C4)O)C5=CC=C(C=C5)O. Drug 2: CC(C)NC(=O)C1=CC=C(C=C1)CNNC.Cl. Cell line: UACC62. Synergy scores: CSS=-2.86, Synergy_ZIP=0.796, Synergy_Bliss=-1.28, Synergy_Loewe=-4.31, Synergy_HSA=-4.08.